Dataset: Forward reaction prediction with 1.9M reactions from USPTO patents (1976-2016). Task: Predict the product of the given reaction. (1) Given the reactants [OH:1][CH2:2][C:3]1[CH:8]=[C:7]([N:9]2[CH2:14][CH2:13][O:12][CH2:11][C@@H:10]2[CH3:15])[N:6]=[C:5]([C:16]2[CH:21]=[CH:20][C:19]([NH:22][C:23]([NH:25][C:26]3[CH:30]=[CH:29][O:28][N:27]=3)=[O:24])=[CH:18][CH:17]=2)[N:4]=1.C(N(CC)CC)C.[CH3:38][S:39](Cl)(=[O:41])=[O:40], predict the reaction product. The product is: [CH3:15][C@H:10]1[CH2:11][O:12][CH2:13][CH2:14][N:9]1[C:7]1[CH:8]=[C:3]([CH2:2][O:1][S:39]([CH3:38])(=[O:41])=[O:40])[N:4]=[C:5]([C:16]2[CH:17]=[CH:18][C:19]([NH:22][C:23]([NH:25][C:26]3[CH:30]=[CH:29][O:28][N:27]=3)=[O:24])=[CH:20][CH:21]=2)[N:6]=1. (2) Given the reactants [Cl:1][C:2]1[CH:7]=[CH:6][C:5]([C@H:8]([NH:11][S@@](C(C)(C)C)=O)[CH2:9][CH3:10])=[C:4]([F:18])[C:3]=1[O:19][C:20]1[CH:25]=[CH:24][N:23]=[C:22]([O:26]C)[CH:21]=1, predict the reaction product. The product is: [ClH:1].[NH2:11][C@@H:8]([C:5]1[C:4]([F:18])=[C:3]([C:2]([Cl:1])=[CH:7][CH:6]=1)[O:19][C:20]1[CH:25]=[CH:24][NH:23][C:22](=[O:26])[CH:21]=1)[CH2:9][CH3:10]. (3) Given the reactants [C:1]([C:5]1[O:9][N:8]=[C:7]([NH:10][C:11](=[O:28])[CH2:12][C:13]2[CH:18]=[CH:17][C:16](B3OC(C)(C)C(C)(C)O3)=[CH:15][CH:14]=2)[CH:6]=1)([CH3:4])([CH3:3])[CH3:2].Br[C:30]1[CH:31]=[CH:32][C:33]([NH:36][CH3:37])=[N:34][CH:35]=1.C(=O)([O-])[O-].[Na+].[Na+], predict the reaction product. The product is: [C:1]([C:5]1[O:9][N:8]=[C:7]([NH:10][C:11](=[O:28])[CH2:12][C:13]2[CH:14]=[CH:15][C:16]([C:30]3[CH:35]=[N:34][C:33]([NH:36][CH3:37])=[CH:32][CH:31]=3)=[CH:17][CH:18]=2)[CH:6]=1)([CH3:2])([CH3:3])[CH3:4]. (4) The product is: [Cl:8][C:5]1[CH:6]=[CH:7][C:2]([NH:9][CH2:10][CH:11]2[CH2:16][CH2:15][NH:14][CH2:13][CH2:12]2)=[CH:3][CH:4]=1. Given the reactants Br[C:2]1[CH:7]=[CH:6][C:5]([Cl:8])=[CH:4][CH:3]=1.[NH2:9][CH2:10][CH:11]1[CH2:16][CH2:15][NH:14][CH2:13][CH2:12]1, predict the reaction product. (5) The product is: [F:64][C:34]1[CH:35]=[CH:36][C:31]([CH2:30][NH:37][C:21]([C:20]2[C:14]3[NH:13][C:12]([C:6]4[C:7](=[O:11])[NH:8][CH:9]=[CH:10][C:5]=4[NH:4][CH2:3][C@@H:2]([OH:1])[C:24]4[CH:25]=[CH:26][CH:27]=[CH:28][CH:29]=4)=[N:16][C:15]=3[CH:17]=[CH:18][CH:19]=2)=[O:23])=[CH:32][CH:33]=1. Given the reactants [OH:1][C@@H:2]([C:24]1[CH:29]=[CH:28][CH:27]=[CH:26][CH:25]=1)[CH2:3][NH:4][C:5]1[CH:10]=[CH:9][NH:8][C:7](=[O:11])[C:6]=1[C:12]1[NH:13][C:14]2[C:20]([C:21]([OH:23])=O)=[CH:19][CH:18]=[CH:17][C:15]=2[N:16]=1.[CH2:30]([NH2:37])[C:31]1[CH:36]=[CH:35][CH:34]=[CH:33][CH:32]=1.CCN(C(C)C)C(C)C.CN(C(ON1N=NC2C=CC=NC1=2)=[N+](C)C)C.[F:64][P-](F)(F)(F)(F)F.FC1C=C(C=CC=1)CNC(C1C2NC(C3C(=O)NC=CC=3NC[C@@H](O)C3C=CC=CC=3)=NC=2C=CC=1)=O, predict the reaction product.